Dataset: Catalyst prediction with 721,799 reactions and 888 catalyst types from USPTO. Task: Predict which catalyst facilitates the given reaction. (1) Reactant: [NH2:1][C:2]1[C:7]([N+:8]([O-:10])=[O:9])=[C:6]([CH3:11])[N:5]=[C:4](Cl)[N:3]=1.[NH:13]1[CH2:18][CH2:17][O:16][CH2:15][CH2:14]1. Product: [NH2:1][C:2]1[C:7]([N+:8]([O-:10])=[O:9])=[C:6]([CH3:11])[N:5]=[C:4]([N:13]2[CH2:18][CH2:17][O:16][CH2:15][CH2:14]2)[N:3]=1. The catalyst class is: 8. (2) Reactant: [C:1]([C:3]1[C:4]([CH:19]([C:21]2[CH:30]=[CH:29][C:28]3[C:23](=[CH:24][CH:25]=[CH:26][CH:27]=3)[CH:22]=2)[CH3:20])=[C:5]([C:14]([O:16]CC)=[O:15])[S:6][C:7]=1[N:8]1[CH2:13][CH2:12][O:11][CH2:10][CH2:9]1)#[N:2].[OH-].[Na+].Cl. Product: [C:1]([C:3]1[C:4]([CH:19]([C:21]2[CH:30]=[CH:29][C:28]3[C:23](=[CH:24][CH:25]=[CH:26][CH:27]=3)[CH:22]=2)[CH3:20])=[C:5]([C:14]([OH:16])=[O:15])[S:6][C:7]=1[N:8]1[CH2:13][CH2:12][O:11][CH2:10][CH2:9]1)#[N:2]. The catalyst class is: 193. (3) Reactant: [Br:1][C:2]1[CH:3]=[C:4]([OH:9])[CH:5]=[CH:6][C:7]=1[CH3:8].I[CH2:11][CH3:12].C(=O)([O-])[O-].[K+].[K+]. Product: [Br:1][C:2]1[CH:3]=[C:4]([O:9][CH2:11][CH3:12])[CH:5]=[CH:6][C:7]=1[CH3:8]. The catalyst class is: 163. (4) Reactant: [O:1]1[CH:5]=[CH:4][CH:3]=[C:2]1[C:6]1[O:7][C:8]([CH3:36])=[C:9]([CH2:11][O:12][C:13]2[CH:33]=[CH:32][C:16]([CH2:17][O:18][C:19]3[C:23]([CH:24]=O)=[CH:22][N:21]([C:26]4[CH:31]=[CH:30][CH:29]=[CH:28][CH:27]=4)[N:20]=3)=[CH:15][C:14]=2[O:34][CH3:35])[N:10]=1.[Cl-].[S:38]1[CH:42]=[C:41]([CH2:43][P+](C2C=CC=CC=2)(C2C=CC=CC=2)C2C=CC=CC=2)[N:40]=[CH:39]1.C(=O)([O-])[O-].[K+].[K+].CN(C)C=O. Product: [O:1]1[CH:5]=[CH:4][CH:3]=[C:2]1[C:6]1[O:7][C:8]([CH3:36])=[C:9]([CH2:11][O:12][C:13]2[CH:33]=[CH:32][C:16]([CH2:17][O:18][C:19]3[C:23](/[CH:24]=[CH:43]\[C:41]4[N:40]=[CH:39][S:38][CH:42]=4)=[CH:22][N:21]([C:26]4[CH:27]=[CH:28][CH:29]=[CH:30][CH:31]=4)[N:20]=3)=[CH:15][C:14]=2[O:34][CH3:35])[N:10]=1. The catalyst class is: 6. (5) Reactant: [ClH:1].[Cl:2][C:3]1[CH:15]=[CH:14][C:6]([O:7][CH:8]2[CH2:13][CH2:12][NH:11][CH2:10][CH2:9]2)=[CH:5][C:4]=1F.C(N(CC)CC)C.[CH3:24][N:25]1[C:29]([CH3:30])=[C:28]([S:31](Cl)(=[O:33])=[O:32])[C:27]([CH3:35])=[N:26]1. Product: [Cl:1][C:4]1[CH:5]=[C:6]([CH:14]=[CH:15][C:3]=1[Cl:2])[O:7][CH:8]1[CH2:13][CH2:12][N:11]([S:31]([C:28]2[C:27]([CH3:35])=[N:26][N:25]([CH3:24])[C:29]=2[CH3:30])(=[O:32])=[O:33])[CH2:10][CH2:9]1. The catalyst class is: 4. (6) Reactant: [C:1]([C:4]1[CH:9]=[CH:8][CH:7]=[CH:6][C:5]=1[CH:10]1[CH2:15][CH2:14][CH2:13][N:12]([C:16]([O:18][C:19]([CH3:22])([CH3:21])[CH3:20])=[O:17])[CH2:11]1)(=O)[NH2:2].C(N(CC)CC)C.FC(F)(F)C(OC(=O)C(F)(F)F)=O. Product: [C:1]([C:4]1[CH:9]=[CH:8][CH:7]=[CH:6][C:5]=1[CH:10]1[CH2:15][CH2:14][CH2:13][N:12]([C:16]([O:18][C:19]([CH3:22])([CH3:21])[CH3:20])=[O:17])[CH2:11]1)#[N:2]. The catalyst class is: 1. (7) Reactant: [F:1][C:2]1[CH:3]=[C:4]([NH:8][C@:9]2([CH2:26][NH:27][S:28]([O:31]C3C=CC=C(OC)C=3O)(=O)=[O:29])[CH2:14][CH2:13][N:12]([C:15]([O:17][CH2:18][C:19]3[CH:24]=[CH:23][CH:22]=[CH:21][CH:20]=3)=[O:16])[C@@H:11]([CH3:25])[CH2:10]2)[CH:5]=[CH:6][CH:7]=1.Cl. Product: [F:1][C:2]1[CH:3]=[C:4]([N:8]2[C@@:9]3([CH2:14][CH2:13][N:12]([C:15]([O:17][CH2:18][C:19]4[CH:24]=[CH:23][CH:22]=[CH:21][CH:20]=4)=[O:16])[C@@H:11]([CH3:25])[CH2:10]3)[CH2:26][NH:27][S:28]2(=[O:31])=[O:29])[CH:5]=[CH:6][CH:7]=1. The catalyst class is: 12. (8) Reactant: [NH2:1][C@@H:2]([CH:6]([CH3:8])[CH3:7])[C:3]([OH:5])=[O:4].C([O-])([O-])=O.[K+].[K+].[C:15](O[C:15]([O:17][C:18]([CH3:21])([CH3:20])[CH3:19])=[O:16])([O:17][C:18]([CH3:21])([CH3:20])[CH3:19])=[O:16]. Product: [C:18]([O:17][C:15]([NH:1][C@@H:2]([CH:6]([CH3:8])[CH3:7])[C:3]([OH:5])=[O:4])=[O:16])([CH3:21])([CH3:20])[CH3:19]. The catalyst class is: 90. (9) Reactant: [OH:1][C:2]1[CH:3]=[C:4]2[C:9](=[CH:10][CH:11]=1)[O:8][CH:7]([C:12]1[CH:17]=[CH:16][CH:15]=[CH:14][CH:13]=1)[CH2:6][C:5]2=[O:18].B.C1COCC1. Product: [C:12]1([CH:7]2[CH2:6][CH:5]([OH:18])[C:4]3[C:9](=[CH:10][CH:11]=[C:2]([OH:1])[CH:3]=3)[O:8]2)[CH:13]=[CH:14][CH:15]=[CH:16][CH:17]=1. The catalyst class is: 1.